Dataset: Forward reaction prediction with 1.9M reactions from USPTO patents (1976-2016). Task: Predict the product of the given reaction. The product is: [CH2:35]([N:34]([CH2:33][C:32]([OH:31])=[O:42])[C:25]([N:19]1[CH2:20][CH2:21][CH2:22][CH:17]([CH2:16][O:15][C:12]2[CH:13]=[CH:14][C:9]([C:5]3[CH:6]=[C:7]([F:8])[C:2]([F:1])=[CH:3][C:4]=3[O:23][CH3:24])=[CH:10][CH:11]=2)[CH2:18]1)=[O:26])[C:36]1[CH:37]=[CH:38][CH:39]=[CH:40][CH:41]=1. Given the reactants [F:1][C:2]1[C:7]([F:8])=[CH:6][C:5]([C:9]2[CH:14]=[CH:13][C:12]([O:15][CH2:16][CH:17]3[CH2:22][CH2:21][CH2:20][NH:19][CH2:18]3)=[CH:11][CH:10]=2)=[C:4]([O:23][CH3:24])[CH:3]=1.[C:25](Cl)(Cl)=[O:26].C([O:31][C:32](=[O:42])[CH2:33][NH:34][CH2:35][C:36]1[CH:41]=[CH:40][CH:39]=[CH:38][CH:37]=1)C.O.[OH-].[Li+], predict the reaction product.